Dataset: Reaction yield outcomes from USPTO patents with 853,638 reactions. Task: Predict the reaction yield, written as a fraction of the theoretical maximum amount of product (1.0 means a 100% yield; for example, 0.34 means a 34% yield). (1) The reactants are [CH3:1][N:2]1[C:10]2[C:9]([O:11][C:12]3[CH:18]=[CH:17][C:15]([NH2:16])=[CH:14][CH:13]=3)=[N:8][CH:7]=[N:6][C:5]=2[CH:4]=[CH:3]1.[Br:19][C:20]1[CH:21]=[C:22]([CH:24]=[CH:25][CH:26]=1)[NH2:23].CN(C)[CH:29]=[O:30]. No catalyst specified. The product is [Br:19][C:20]1[CH:21]=[C:22]([NH:23][C:29]([NH:16][C:15]2[CH:17]=[CH:18][C:12]([O:11][C:9]3[C:10]4[N:2]([CH3:1])[CH:3]=[CH:4][C:5]=4[N:6]=[CH:7][N:8]=3)=[CH:13][CH:14]=2)=[O:30])[CH:24]=[CH:25][CH:26]=1. The yield is 0.160. (2) The reactants are [OH:1][C:2]1[CH:3]=[CH:4][C:5]2[S:10][C:9]([C:11]3[CH:16]=[CH:15][CH:14]=[CH:13][N:12]=3)=[N:8][C:7](=[O:17])[C:6]=2[CH:18]=1.Br[CH2:20][CH2:21][CH2:22][CH2:23][CH2:24][CH2:25][OH:26].C(=O)([O-])[O-].[K+].[K+].CN(C=O)C. The catalyst is O. The product is [OH:26][CH2:25][CH2:24][CH2:23][CH2:22][CH2:21][CH2:20][O:1][C:2]1[CH:3]=[CH:4][C:5]2[S:10][C:9]([C:11]3[CH:16]=[CH:15][CH:14]=[CH:13][N:12]=3)=[N:8][C:7](=[O:17])[C:6]=2[CH:18]=1. The yield is 0.910.